This data is from NCI-60 drug combinations with 297,098 pairs across 59 cell lines. The task is: Regression. Given two drug SMILES strings and cell line genomic features, predict the synergy score measuring deviation from expected non-interaction effect. (1) Drug 1: CN1C2=C(C=C(C=C2)N(CCCl)CCCl)N=C1CCCC(=O)O.Cl. Drug 2: CC1C(C(CC(O1)OC2CC(CC3=C2C(=C4C(=C3O)C(=O)C5=C(C4=O)C(=CC=C5)OC)O)(C(=O)CO)O)N)O.Cl. Cell line: MOLT-4. Synergy scores: CSS=49.4, Synergy_ZIP=-2.53, Synergy_Bliss=-3.53, Synergy_Loewe=-9.97, Synergy_HSA=-1.59. (2) Drug 1: CC(CN1CC(=O)NC(=O)C1)N2CC(=O)NC(=O)C2. Drug 2: CC=C1C(=O)NC(C(=O)OC2CC(=O)NC(C(=O)NC(CSSCCC=C2)C(=O)N1)C(C)C)C(C)C. Cell line: UACC62. Synergy scores: CSS=73.7, Synergy_ZIP=-2.39, Synergy_Bliss=-0.835, Synergy_Loewe=0.505, Synergy_HSA=2.56.